This data is from Forward reaction prediction with 1.9M reactions from USPTO patents (1976-2016). The task is: Predict the product of the given reaction. (1) The product is: [NH2:21][CH:18]1[CH2:19][CH2:20][N:15]([CH2:14][CH2:13][N:8]2[C:7]3[CH:30]=[C:3]([O:2][CH3:1])[CH:4]=[CH:5][C:6]=3[O:11][CH2:10][C:9]2=[O:12])[C:16](=[O:29])[CH2:17]1. Given the reactants [CH3:1][O:2][C:3]1[CH:4]=[CH:5][C:6]2[O:11][CH2:10][C:9](=[O:12])[N:8]([CH2:13][CH2:14][N:15]3[CH2:20][CH2:19][CH:18]([NH:21]C(=O)OC(C)(C)C)[CH2:17][C:16]3=[O:29])[C:7]=2[CH:30]=1.FC(F)(F)C(O)=O.NC1CCN(CCN2C3C=C(OC)C=CC=3COC2=O)CC1, predict the reaction product. (2) Given the reactants C(N(S(F)(F)[F:7])CC)C.O[C:11]1([C:31]2[CH:36]=[CH:35][CH:34]=[CH:33][CH:32]=2)[CH2:16][CH2:15][N:14]([CH2:17][CH2:18][CH2:19][C:20]2[NH:29][C:28](=[O:30])[C:27]3[C:22](=[CH:23][CH:24]=[CH:25][CH:26]=3)[N:21]=2)[CH2:13][CH2:12]1, predict the reaction product. The product is: [F:7][C:11]1([C:31]2[CH:36]=[CH:35][CH:34]=[CH:33][CH:32]=2)[CH2:16][CH2:15][N:14]([CH2:17][CH2:18][CH2:19][C:20]2[NH:29][C:28](=[O:30])[C:27]3[C:22](=[CH:23][CH:24]=[CH:25][CH:26]=3)[N:21]=2)[CH2:13][CH2:12]1.